From a dataset of Blood-brain barrier permeability classification from the B3DB database. Regression/Classification. Given a drug SMILES string, predict its absorption, distribution, metabolism, or excretion properties. Task type varies by dataset: regression for continuous measurements (e.g., permeability, clearance, half-life) or binary classification for categorical outcomes (e.g., BBB penetration, CYP inhibition). Dataset: b3db_classification. (1) The drug is O=c1[nH]cnc2c1ncn2[C@@H]1CC[C@@H](CO)O1. The result is 0 (does not penetrate BBB). (2) The compound is COc1ccc([C@H]2[C@@H](S(=O)(=O)c3ccc(C)cc3)[C@]2(C#N)C=O)cc1. The result is 1 (penetrates BBB). (3) The molecule is CC(=O)OCC/C(SC(C)=O)=C(/C)N(C=O)Cc1cnc(C)nc1N. The result is 1 (penetrates BBB). (4) The molecule is CCCCC(CC)COC(=O)C(C#N)=C(c1ccccc1)c1ccccc1. The result is 0 (does not penetrate BBB).